From a dataset of Peptide-MHC class I binding affinity with 185,985 pairs from IEDB/IMGT. Regression. Given a peptide amino acid sequence and an MHC pseudo amino acid sequence, predict their binding affinity value. This is MHC class I binding data. (1) The peptide sequence is IKWLWKANK. The MHC is HLA-B08:01 with pseudo-sequence HLA-B08:01. The binding affinity (normalized) is 0.0847. (2) The peptide sequence is HAETESATL. The MHC is HLA-A02:06 with pseudo-sequence HLA-A02:06. The binding affinity (normalized) is 0.0847. (3) The peptide sequence is GRLQSLQTY. The MHC is HLA-A02:01 with pseudo-sequence HLA-A02:01. The binding affinity (normalized) is 0.0847. (4) The peptide sequence is MLLQFAYSNR. The MHC is HLA-A33:01 with pseudo-sequence HLA-A33:01. The binding affinity (normalized) is 0.563.